Dataset: Reaction yield outcomes from USPTO patents with 853,638 reactions. Task: Predict the reaction yield, written as a fraction of the theoretical maximum amount of product (1.0 means a 100% yield; for example, 0.34 means a 34% yield). (1) The reactants are [Cl:1][Si](C)(C)C.[CH3:6][N:7]([CH3:34])[C:8]1([C:27]2[CH:32]=[CH:31][CH:30]=[C:29]([F:33])[CH:28]=2)[CH2:13][CH2:12][CH:11]([CH2:14][C:15]([NH:17][CH2:18][CH2:19][CH2:20][C:21]2[CH:26]=[CH:25][CH:24]=[CH:23][CH:22]=2)=[O:16])[CH2:10][CH2:9]1.CCOCC. The catalyst is CC(CC)=O. The product is [ClH:1].[CH3:34][N:7]([CH3:6])[C:8]1([C:27]2[CH:32]=[CH:31][CH:30]=[C:29]([F:33])[CH:28]=2)[CH2:13][CH2:12][CH:11]([CH2:14][C:15]([NH:17][CH2:18][CH2:19][CH2:20][C:21]2[CH:22]=[CH:23][CH:24]=[CH:25][CH:26]=2)=[O:16])[CH2:10][CH2:9]1. The yield is 0.820. (2) The reactants are [C:1]([O:5][C:6](=[O:19])[NH:7][CH:8]([C:12]1[CH:13]=[N:14][CH:15]=[C:16](Br)[CH:17]=1)[CH2:9][CH2:10][CH3:11])([CH3:4])([CH3:3])[CH3:2].[CH3:20][S-:21].[Na+].O. The catalyst is C1COCC1. The product is [C:1]([O:5][C:6](=[O:19])[NH:7][CH:8]([C:12]1[CH:13]=[N:14][CH:15]=[C:16]([S:21][CH3:20])[CH:17]=1)[CH2:9][CH2:10][CH3:11])([CH3:4])([CH3:3])[CH3:2]. The yield is 0.680. (3) The reactants are C([N:8]1[CH2:12][CH2:11][C:10]([C:15]2[CH:20]=[C:19]([F:21])[CH:18]=[C:17]([F:22])[CH:16]=2)([O:13][CH3:14])[CH2:9]1)C1C=CC=CC=1.ClCCCl.ClC(OC(Cl)C)=O. The catalyst is CO. The product is [F:22][C:17]1[CH:16]=[C:15]([C:10]2([O:13][CH3:14])[CH2:11][CH2:12][NH:8][CH2:9]2)[CH:20]=[C:19]([F:21])[CH:18]=1. The yield is 0.350.